Predict the reactants needed to synthesize the given product. From a dataset of Full USPTO retrosynthesis dataset with 1.9M reactions from patents (1976-2016). Given the product [C:24]([O-:29])(=[O:31])[CH3:25].[NH4+:4].[Cl:1][C:2]1[C:3]2[N:4]([C:24]([CH2:25][CH:26]3[CH2:28][CH2:27]3)=[N:23][N:22]=2)[N:5]=[CH:6][C:7]=1[N:8]1[CH2:13][CH2:12][CH:11]([C:14]2[CH:19]=[CH:18][C:17]([F:20])=[CH:16][C:15]=2[F:21])[CH2:10][CH2:9]1, predict the reactants needed to synthesize it. The reactants are: [Cl:1][C:2]1[C:7]([N:8]2[CH2:13][CH2:12][CH:11]([C:14]3[CH:19]=[CH:18][C:17]([F:20])=[CH:16][C:15]=3[F:21])[CH2:10][CH2:9]2)=[CH:6][N:5]=[N:4][C:3]=1[NH:22][NH:23][C:24](=[O:29])[CH2:25][CH:26]1[CH2:28][CH2:27]1.P(Cl)(Cl)(Cl)=[O:31].